From a dataset of Reaction yield outcomes from USPTO patents with 853,638 reactions. Predict the reaction yield, written as a fraction of the theoretical maximum amount of product (1.0 means a 100% yield; for example, 0.34 means a 34% yield). (1) The reactants are [OH:1][CH2:2][CH:3]1[NH:8][CH2:7][CH2:6][N:5]([C:9]([O:11][C:12]([CH3:15])([CH3:14])[CH3:13])=[O:10])[CH2:4]1.[C:16]1([S:22](Cl)(=[O:24])=[O:23])[CH:21]=[CH:20][CH:19]=[CH:18][CH:17]=1. The catalyst is C1COCC1.O.CCOC(C)=O. The product is [OH:1][CH2:2][CH:3]1[N:8]([S:22]([C:16]2[CH:21]=[CH:20][CH:19]=[CH:18][CH:17]=2)(=[O:24])=[O:23])[CH2:7][CH2:6][N:5]([C:9]([O:11][C:12]([CH3:15])([CH3:14])[CH3:13])=[O:10])[CH2:4]1. The yield is 0.940. (2) The reactants are [OH:1][C@@:2]1([C:9]#[C:10][C:11]2[CH:12]=[C:13]([C:17]3[N:26]=[C:25]([C:27]([O:29]CC)=O)[C:24]4[CH2:23][C:22]([CH3:33])([CH3:32])[CH2:21][CH2:20][C:19]=4[N:18]=3)[CH:14]=[CH:15][CH:16]=2)[CH2:6][CH2:5][N:4]([CH3:7])[C:3]1=[O:8].[NH3:34]. The catalyst is CO. The product is [OH:1][C@@:2]1([C:9]#[C:10][C:11]2[CH:12]=[C:13]([C:17]3[N:26]=[C:25]([C:27]([NH2:34])=[O:29])[C:24]4[CH2:23][C:22]([CH3:32])([CH3:33])[CH2:21][CH2:20][C:19]=4[N:18]=3)[CH:14]=[CH:15][CH:16]=2)[CH2:6][CH2:5][N:4]([CH3:7])[C:3]1=[O:8]. The yield is 0.190. (3) The reactants are [CH3:1][C:2]1([CH3:36])[O:6][C@H:5]([CH2:7][O:8][C:9]2[CH:14]=[CH:13][C:12]([C:15](C3C=CC(OS(C(F)(F)F)(=O)=O)=C(C)C=3)([CH2:18][CH3:19])[CH2:16][CH3:17])=[CH:11][C:10]=2[CH3:35])[CH2:4][O:3]1.[CH:37]1[CH:42]=[CH:41][C:40](P([C:37]2[CH:42]=[CH:41][CH:40]=[CH:39][CH:38]=2)[C:37]2[CH:42]=[CH:41][CH:40]=[CH:39][CH:38]=2)=[CH:39][CH:38]=1.[Li+].[Cl-].C([Sn]([CH2:70][CH2:71][CH2:72][CH3:73])([CH2:70][CH2:71][CH2:72][CH3:73])[CH2:70][CH2:71][CH2:72][CH3:73])C=C.Cl. The catalyst is CN(C=O)C. The product is [CH2:39]([C:38]1[CH:37]=[CH:42][C:70]([C:15]([C:12]2[CH:13]=[CH:14][C:9]([O:8][CH2:7][C@@H:5]3[CH2:4][O:3][C:2]([CH3:36])([CH3:1])[O:6]3)=[C:10]([CH3:35])[CH:11]=2)([CH2:18][CH3:19])[CH2:16][CH3:17])=[CH:71][C:72]=1[CH3:73])[CH:40]=[CH2:41]. The yield is 0.900. (4) The reactants are [CH:1]([C@H:4]1[CH2:8][O:7][C:6](=[O:9])[NH:5]1)([CH3:3])[CH3:2].[Li]CCCC.[F:15][C:16]1[CH:21]=[CH:20][C:19]([CH2:22][C:23](Cl)=[O:24])=[CH:18][CH:17]=1. The catalyst is C1COCC1. The product is [F:15][C:16]1[CH:21]=[CH:20][C:19]([CH2:22][C:23]([N:5]2[C@@H:4]([CH:1]([CH3:3])[CH3:2])[CH2:8][O:7][C:6]2=[O:9])=[O:24])=[CH:18][CH:17]=1. The yield is 0.690. (5) The reactants are [CH2:1]([O:3][C:4]1[O:8][C:7]([C:9]2[CH:14]=[CH:13][C:12]([O:15][CH3:16])=[CH:11][CH:10]=2)=[N:6][C:5]=1[C:17]([NH2:19])=O)[CH3:2].COC1C=CC(P2(SP(C3C=CC(OC)=CC=3)(=S)S2)=[S:29])=CC=1. The catalyst is C1COCC1. The product is [NH2:19][C:17]1[S:29][C:7]([C:9]2[CH:14]=[CH:13][C:12]([O:15][CH3:16])=[CH:11][CH:10]=2)=[N:6][C:5]=1[C:4]([O:3][CH2:1][CH3:2])=[O:8]. The yield is 0.350. (6) The reactants are [C:1](Cl)(=[O:5])C(Cl)=O.[Cl:7][C:8]1[CH:16]=[CH:15][C:14]([C:17]2[CH:22]=[CH:21][CH:20]=[CH:19][N:18]=2)=[CH:13][C:9]=1[C:10]([NH2:12])=[O:11].I[CH2:24][CH2:25][CH2:26][S:27]([C:30]1[CH:39]=[CH:38][C:33]2[N:34]=[C:35]([NH2:37])[S:36][C:32]=2[CH:31]=1)(=[O:29])=[O:28].[CH3:40][N:41]1[CH2:46][CH2:45][NH:44][CH2:43][CH2:42]1. The product is [Cl:7][C:8]1[CH:16]=[CH:15][C:14]([C:17]2[CH:22]=[CH:21][CH:20]=[CH:19][N:18]=2)=[CH:13][C:9]=1[C:10]([NH:12][C:1](=[O:5])[NH:37][C:35]1[S:36][C:32]2[CH:31]=[C:30]([S:27]([CH2:26][CH2:25][CH2:24][N:44]3[CH2:45][CH2:46][N:41]([CH3:40])[CH2:42][CH2:43]3)(=[O:29])=[O:28])[CH:39]=[CH:38][C:33]=2[N:34]=1)=[O:11]. The yield is 0.0600. The catalyst is C1COCC1. (7) The yield is 0.470. The catalyst is C1COCC1.C(OCC)(=O)C.O. The reactants are [S:1]1[CH:5]=[CH:4][C:3]2[C:6](=[O:9])[CH2:7][CH2:8][C:2]1=2.[H-].[Na+].C1([O:18][C:19](=O)[C:20]2[CH:25]=[CH:24][C:23]([O:26][CH3:27])=[CH:22][C:21]=2[O:28][CH3:29])C=CC=CC=1.Cl. The product is [CH3:29][O:28][C:21]1[CH:22]=[C:23]([O:26][CH3:27])[CH:24]=[CH:25][C:20]=1[C:19]([CH:7]1[CH2:8][C:2]2[S:1][CH:5]=[CH:4][C:3]=2[C:6]1=[O:9])=[O:18].